This data is from Reaction yield outcomes from USPTO patents with 853,638 reactions. The task is: Predict the reaction yield, written as a fraction of the theoretical maximum amount of product (1.0 means a 100% yield; for example, 0.34 means a 34% yield). (1) The reactants are [Cl:1][C:2]1[C:3]([CH:17]([S:27]([C:30]2[CH:35]=[CH:34][C:33]([Cl:36])=[CH:32][CH:31]=2)(=[O:29])=[O:28])[C:18]2[CH:23]=[C:22]([C:24]#[N:25])[CH:21]=[CH:20][C:19]=2[F:26])=[CH:4][C:5]([N:8](S(C)(=O)=O)[S:9]([CH3:12])(=[O:11])=[O:10])=[N:6][CH:7]=1.[F-].C([N+](CCCC)(CCCC)CCCC)CCC. The catalyst is O1CCCC1. The product is [Cl:1][C:2]1[C:3]([CH:17]([S:27]([C:30]2[CH:35]=[CH:34][C:33]([Cl:36])=[CH:32][CH:31]=2)(=[O:28])=[O:29])[C:18]2[CH:23]=[C:22]([C:24]#[N:25])[CH:21]=[CH:20][C:19]=2[F:26])=[CH:4][C:5]([NH:8][S:9]([CH3:12])(=[O:11])=[O:10])=[N:6][CH:7]=1. The yield is 0.460. (2) The reactants are CC(C1C=C(C(C)C)C(C2C=CC=CC=2P(C2CCCCC2)C2CCCCC2)=C(C(C)C)C=1)C.Cl[C:36]1[N:44]=[C:43]2[C:39]([N:40]=[C:41]([CH2:46][N:47]3[CH2:52][CH2:51][CH:50]([C:53]([OH:56])([CH3:55])[CH3:54])[CH2:49][CH2:48]3)[N:42]2[CH3:45])=[C:38]([N:57]2[CH2:62][CH2:61][O:60][CH2:59][CH2:58]2)[N:37]=1.[F:63][C:64]1[C:65]([N+:71]([O-:73])=[O:72])=[C:66]([NH2:70])[CH:67]=[CH:68][CH:69]=1.C(=O)([O-])[O-].[Cs+].[Cs+]. The catalyst is C1C=CC(/C=C/C(/C=C/C2C=CC=CC=2)=O)=CC=1.C1C=CC(/C=C/C(/C=C/C2C=CC=CC=2)=O)=CC=1.C1C=CC(/C=C/C(/C=C/C2C=CC=CC=2)=O)=CC=1.[Pd].[Pd].CN(C=O)C. The product is [F:63][C:64]1[C:65]([N+:71]([O-:73])=[O:72])=[C:66]([NH:70][C:36]2[N:44]=[C:43]3[C:39]([N:40]=[C:41]([CH2:46][N:47]4[CH2:52][CH2:51][CH:50]([C:53]([OH:56])([CH3:54])[CH3:55])[CH2:49][CH2:48]4)[N:42]3[CH3:45])=[C:38]([N:57]3[CH2:58][CH2:59][O:60][CH2:61][CH2:62]3)[N:37]=2)[CH:67]=[CH:68][CH:69]=1. The yield is 0.730. (3) The reactants are [Cl:1][C:2]1[CH:15]=[CH:14][C:5]2[S:6][C:7]([S:10](Cl)(=[O:12])=[O:11])=[C:8]([CH3:9])[C:4]=2[CH:3]=1.[NH2:16][C:17]1[N:22]=[C:21]([CH2:23][C:24]([N:26]([CH2:29][CH3:30])[CH2:27][CH3:28])=[O:25])[CH:20]=[CH:19][CH:18]=1. The catalyst is N1C=CC=CC=1.C(OCC)(=O)C. The product is [Cl:1][C:2]1[CH:15]=[CH:14][C:5]2[S:6][C:7]([S:10]([NH:16][C:17]3[N:22]=[C:21]([CH2:23][C:24]([N:26]([CH2:27][CH3:28])[CH2:29][CH3:30])=[O:25])[CH:20]=[CH:19][CH:18]=3)(=[O:12])=[O:11])=[C:8]([CH3:9])[C:4]=2[CH:3]=1. The yield is 0.430.